This data is from Full USPTO retrosynthesis dataset with 1.9M reactions from patents (1976-2016). The task is: Predict the reactants needed to synthesize the given product. (1) Given the product [C:6]1([S:5][CH2:4][CH2:3][CH2:2][N:12]2[CH2:17][CH2:16][CH:15]([C:18]3[CH:19]=[C:20]([NH:24][C:25](=[O:28])[CH2:26][CH3:27])[CH:21]=[CH:22][CH:23]=3)[CH2:14][CH2:13]2)[CH:11]=[CH:10][CH:9]=[CH:8][CH:7]=1, predict the reactants needed to synthesize it. The reactants are: Cl[CH2:2][CH2:3][CH2:4][S:5][C:6]1[CH:11]=[CH:10][CH:9]=[CH:8][CH:7]=1.[NH:12]1[CH2:17][CH2:16][CH:15]([C:18]2[CH:19]=[C:20]([NH:24][C:25](=[O:28])[CH2:26][CH3:27])[CH:21]=[CH:22][CH:23]=2)[CH2:14][CH2:13]1. (2) Given the product [CH2:2]([O:9][CH2:10][CH2:11][O:12][C:13]1[C:14]2[B:42]([OH:43])[O:36][C@H:19]([CH2:20][N:21]([CH2:29][C:30]3[CH:31]=[CH:32][CH:33]=[CH:34][CH:35]=3)[CH2:22][C:23]3[CH:28]=[CH:27][CH:26]=[CH:25][CH:24]=3)[C:15]=2[CH:16]=[CH:17][CH:18]=1)[C:3]1[CH:8]=[CH:7][CH:6]=[CH:5][CH:4]=1, predict the reactants needed to synthesize it. The reactants are: Cl.[CH2:2]([O:9][CH2:10][CH2:11][O:12][C:13]1[CH:14]=[C:15]([C@H:19]([OH:36])[CH2:20][N:21]([CH2:29][C:30]2[CH:35]=[CH:34][CH:33]=[CH:32][CH:31]=2)[CH2:22][C:23]2[CH:28]=[CH:27][CH:26]=[CH:25][CH:24]=2)[CH:16]=[CH:17][CH:18]=1)[C:3]1[CH:8]=[CH:7][CH:6]=[CH:5][CH:4]=1.[Li]CCCC.[B:42](OC)(OC)[O:43]C.